From a dataset of Full USPTO retrosynthesis dataset with 1.9M reactions from patents (1976-2016). Predict the reactants needed to synthesize the given product. (1) Given the product [CH3:39][N:4]([CH3:3])[CH2:5][CH2:6][N:7]([CH2:28][C:29]1[CH:30]=[CH:31][CH:32]=[CH:33][C:46]=1[C:47]([F:48])([F:49])[F:50])[C:8](=[O:9])[CH2:10][NH:11][C:18]1[CH:19]=[CH:20][CH:21]=[C:22]2[C:27]=1[CH2:26][N:25]([CH2:46][C:47]([F:50])([F:49])[F:48])[CH2:24][CH2:23]2, predict the reactants needed to synthesize it. The reactants are: Cl.Cl.[CH3:3][N:4]([CH3:39])[CH2:5][CH2:6][N:7]([CH2:28][C:29]1C=[CH:33][CH:32]=[CH:31][C:30]=1C(F)(F)F)[C:8]([CH2:10][N:11]([C:18]1[CH:19]=[CH:20][CH:21]=[C:22]2[C:27]=1[CH2:26][NH:25][CH2:24][CH2:23]2)C(=O)C(F)(F)F)=[O:9].FC(F)(F)S(O[CH2:46][C:47]([F:50])([F:49])[F:48])(=O)=O.C([O-])([O-])=O.[K+].[K+].C(Cl)Cl. (2) Given the product [CH3:1][O:2][CH2:3][CH2:4][O:5][CH2:6][O:7][C:8]1[CH:9]=[C:10]([CH:14]([O:19][C:21]2[CH:28]=[CH:27][C:24]([C:25]#[N:26])=[C:23]([C:29]([F:30])([F:32])[F:31])[CH:22]=2)[CH2:15][CH:16]([CH3:17])[CH3:18])[CH:11]=[N:12][CH:13]=1, predict the reactants needed to synthesize it. The reactants are: [CH3:1][O:2][CH2:3][CH2:4][O:5][CH2:6][O:7][C:8]1[CH:9]=[C:10]([CH:14]([OH:19])[CH2:15][CH:16]([CH3:18])[CH3:17])[CH:11]=[N:12][CH:13]=1.F[C:21]1[CH:28]=[CH:27][C:24]([C:25]#[N:26])=[C:23]([C:29]([F:32])([F:31])[F:30])[CH:22]=1. (3) Given the product [CH3:24][N:17]1[C:18]2[CH:23]=[CH:22][CH:21]=[CH:20][C:19]=2[N:15]([C:11]2([CH3:14])[CH2:12][CH2:13][NH:8][CH2:9][CH2:10]2)[C:16]1=[O:25], predict the reactants needed to synthesize it. The reactants are: C([N:8]1[CH2:13][CH2:12][C:11]([N:15]2[C:19]3[CH:20]=[CH:21][CH:22]=[CH:23][C:18]=3[N:17]([CH3:24])[C:16]2=[O:25])([CH3:14])[CH2:10][CH2:9]1)C1C=CC=CC=1. (4) Given the product [CH3:6][S:3]([CH2:1][CH2:2][N:15]([CH2:16][CH2:17][NH2:18])[C:13]([O:12][C:8]([CH3:9])([CH3:10])[CH3:11])=[O:14])(=[O:5])=[O:4], predict the reactants needed to synthesize it. The reactants are: [CH:1]([S:3]([CH3:6])(=[O:5])=[O:4])=[CH2:2].Cl.[C:8]([O:12][C:13]([NH:15][CH2:16][CH2:17][NH2:18])=[O:14])([CH3:11])([CH3:10])[CH3:9].C(N(CC)CC)C. (5) Given the product [N+:1]([C:4]1[CH:5]=[C:6]2[CH:11]=[CH:12][NH:10][C:7]2=[N:8][CH:9]=1)([O-:3])=[O:2], predict the reactants needed to synthesize it. The reactants are: [N+:1]([C:4]1[CH:5]=[C:6]([C:11]#[C:12][Si](C)(C)C)[C:7]([NH2:10])=[N:8][CH:9]=1)([O-:3])=[O:2]. (6) Given the product [Cl:1][C:2]1[CH:3]=[C:4]([NH:9][C:10]2[C:19]3[C:14](=[CH:15][C:16]([O:26][CH2:24][CH3:25])=[C:17]([N+:20]([O-:22])=[O:21])[CH:18]=3)[N:13]=[CH:12][N:11]=2)[CH:5]=[CH:6][C:7]=1[F:8], predict the reactants needed to synthesize it. The reactants are: [Cl:1][C:2]1[CH:3]=[C:4]([NH:9][C:10]2[C:19]3[C:14](=[CH:15][C:16](F)=[C:17]([N+:20]([O-:22])=[O:21])[CH:18]=3)[N:13]=[CH:12][N:11]=2)[CH:5]=[CH:6][C:7]=1[F:8].[CH2:24]([O-:26])[CH3:25].[Na+]. (7) Given the product [N+:1]([C:20]1[CH:21]=[CH:22][CH:23]=[CH:24][C:25]=1[CH2:26][CH2:27][NH:18][C:16](=[O:17])[C:15]([F:14])([F:31])[F:32])([O-:3])=[O:2], predict the reactants needed to synthesize it. The reactants are: [N+:1](C1C2C(=CC=CC=2)CCN1)([O-:3])=[O:2].[F:14][C:15]([F:32])([F:31])[C:16]([N:18]1[CH2:27][CH2:26][CH:25]2[C:20](=[CH:21][CH:22]=[CH:23][CH2:24]2)C1[N+]([O-])=O)=[O:17]. (8) Given the product [S:24]1[C:25]2[CH:31]=[CH:30][CH:29]=[CH:28][C:26]=2[N:27]=[C:23]1[O:22][C:19]1[CH:20]=[CH:21][C:16]([CH2:15][CH2:14][N:11]2[CH2:12][CH2:13][CH:8]([C:6]3[N:5]([CH2:4][CH2:3][C:1]#[N:2])[N:67]=[N:66][N:65]=3)[CH2:9][CH2:10]2)=[CH:17][CH:18]=1, predict the reactants needed to synthesize it. The reactants are: [C:1]([CH2:3][CH2:4][NH:5][C:6]([CH:8]1[CH2:13][CH2:12][N:11]([CH2:14][CH2:15][C:16]2[CH:21]=[CH:20][C:19]([O:22][C:23]3[S:24][C:25]4[CH:31]=[CH:30][CH:29]=[CH:28][C:26]=4[N:27]=3)=[CH:18][CH:17]=2)[CH2:10][CH2:9]1)=O)#[N:2].C1(P(C2C=CC=CC=2)C2C=CC=CC=2)C=CC=CC=1.N(C(OC(C)C)=O)=NC(OC(C)C)=O.[N:65]([Si](C)(C)C)=[N+:66]=[N-:67]. (9) Given the product [I:41][CH2:15][CH2:14][CH:11]1[CH2:12][CH2:13][N:8]([C:1]([O:3][C:4]([CH3:7])([CH3:6])[CH3:5])=[O:2])[CH2:9][CH2:10]1, predict the reactants needed to synthesize it. The reactants are: [C:1]([N:8]1[CH2:13][CH2:12][CH:11]([CH2:14][CH2:15]O)[CH2:10][CH2:9]1)([O:3][C:4]([CH3:7])([CH3:6])[CH3:5])=[O:2].C1(P(C2C=CC=CC=2)C2C=CC=CC=2)C=CC=CC=1.N1C=CN=C1.[I:41]I. (10) Given the product [N+:20]([C:4]1[CH:3]=[C:2]([C:24]#[C:23][C:25]2[CH:26]=[C:27]([NH:31][C:32](=[O:38])[O:33][C:34]([CH3:36])([CH3:35])[CH3:37])[CH:28]=[CH:29][CH:30]=2)[C:10]2[O:9][C:8](=[O:11])[N:7]([CH2:12][O:13][CH2:14][CH2:15][Si:16]([CH3:19])([CH3:18])[CH3:17])[C:6]=2[CH:5]=1)([O-:22])=[O:21], predict the reactants needed to synthesize it. The reactants are: I[C:2]1[C:10]2[O:9][C:8](=[O:11])[N:7]([CH2:12][O:13][CH2:14][CH2:15][Si:16]([CH3:19])([CH3:18])[CH3:17])[C:6]=2[CH:5]=[C:4]([N+:20]([O-:22])=[O:21])[CH:3]=1.[C:23]([C:25]1[CH:26]=[C:27]([NH:31][C:32](=[O:38])[O:33][C:34]([CH3:37])([CH3:36])[CH3:35])[CH:28]=[CH:29][CH:30]=1)#[CH:24].